From a dataset of Catalyst prediction with 721,799 reactions and 888 catalyst types from USPTO. Predict which catalyst facilitates the given reaction. (1) Reactant: CC(OC(/N=N/C(OC(C)C)=O)=O)C.[Cl:15][C:16]1[C:17]2[C:24]([I:25])=[CH:23][NH:22][C:18]=2[N:19]=[CH:20][N:21]=1.[C:26]([N:33]1[CH2:36][CH:35](O)[CH2:34]1)([O:28][C:29]([CH3:32])([CH3:31])[CH3:30])=[O:27].C1(P(C2C=CC=CC=2)C2C=CC=CC=2)C=CC=CC=1. Product: [Cl:15][C:16]1[C:17]2[C:24]([I:25])=[CH:23][N:22]([CH:35]3[CH2:34][N:33]([C:26]([O:28][C:29]([CH3:32])([CH3:31])[CH3:30])=[O:27])[CH2:36]3)[C:18]=2[N:19]=[CH:20][N:21]=1. The catalyst class is: 7. (2) Reactant: [NH2:1][C:2]1[C:3]([C:8]([NH:10][OH:11])=[O:9])=[N:4][CH:5]=[CH:6][CH:7]=1.[CH:12](O)=O.[K+].[Br-]. Product: [OH:11][N:10]1[C:8](=[O:9])[C:3]2[N:4]=[CH:5][CH:6]=[CH:7][C:2]=2[N:1]=[CH:12]1. The catalyst class is: 6. (3) Reactant: [NH2:1][CH2:2][C:3]1[CH:8]=[CH:7][N:6]([C:9]2[CH:13]=[CH:12][O:11][CH:10]=2)[C:5](=[O:14])[CH:4]=1.FC(F)(F)C(O)=O.[OH-].[Na+].[C:24]([O:28][C:29](O[C:29]([O:28][C:24]([CH3:27])([CH3:26])[CH3:25])=[O:30])=[O:30])([CH3:27])([CH3:26])[CH3:25]. Product: [O:11]1[CH:12]=[CH:13][C:9]([N:6]2[CH:7]=[CH:8][C:3]([CH2:2][NH:1][C:29](=[O:30])[O:28][C:24]([CH3:27])([CH3:26])[CH3:25])=[CH:4][C:5]2=[O:14])=[CH:10]1. The catalyst class is: 12. (4) Reactant: [C:1]([C:3]1[CH:8]=[CH:7][C:6]([CH:9]2[CH2:14][CH2:13][N:12]([C:15]([C:17]3[CH:18]=[CH:19][C:20]([CH3:32])=[C:21]([NH:23][C:24]([NH:26][C:27](=O)[CH:28]([CH3:30])[CH3:29])=S)[CH:22]=3)=[O:16])[CH2:11][CH2:10]2)=[CH:5][CH:4]=1)#[N:2].[NH2:33][NH2:34].Cl.C(=O)([O-])[O-].[K+].[K+]. Product: [CH:28]([C:27]1[NH:26][C:24]([NH:23][C:21]2[CH:22]=[C:17]([CH:18]=[CH:19][C:20]=2[CH3:32])[C:15]([N:12]2[CH2:13][CH2:14][CH:9]([C:6]3[CH:7]=[CH:8][C:3]([C:1]#[N:2])=[CH:4][CH:5]=3)[CH2:10][CH2:11]2)=[O:16])=[N:33][N:34]=1)([CH3:30])[CH3:29]. The catalyst class is: 8.